Dataset: Forward reaction prediction with 1.9M reactions from USPTO patents (1976-2016). Task: Predict the product of the given reaction. (1) Given the reactants [NH4+].[Cl-].O.[Cl-].[Na+].O.[CH3:7][CH:8]([C:10]1[CH2:19][CH2:18][C@H:17]2[C:12](=[CH:13][CH2:14][C@H:15]3[C@@:23]([C:25]([O-:27])=[O:26])([CH3:24])[CH2:22][CH2:21][CH2:20][C@@:16]32[CH3:28])[CH:11]=1)[CH3:9].[CH3:9][CH:8]([C:10]1[CH2:19][CH2:18][C@H:17]2[C:12](=[CH:13][CH2:14][C@H:15]3[C@@:23]([C:25]([O-:27])=[O:26])([CH3:24])[CH2:22][CH2:21][CH2:20][C@@:16]32[CH3:28])[CH:11]=1)[CH3:7].[Ca+2], predict the reaction product. The product is: [CH3:9][CH:8]([C:10]1[CH2:19][CH2:18][C@H:17]2[C:12](=[CH:13][CH2:14][C@H:15]3[C@@:23]([C:25]([OH:27])=[O:26])([CH3:24])[CH2:22][CH2:21][CH2:20][C@@:16]32[CH3:28])[CH:11]=1)[CH3:7]. (2) The product is: [C:33]([C:32]1[CH:35]=[CH:36][CH:37]=[CH:38][C:31]=1[O:7][C:8]1[CH:9]=[CH:10][C:11]([CH2:14][CH2:15][CH:16]([CH2:21][CH2:22][CH2:23][C:24]2[CH:25]=[CH:26][CH:27]=[CH:28][CH:29]=2)[C:17]([O:19][CH3:20])=[O:18])=[CH:12][CH:13]=1)#[N:34]. Given the reactants C([O-])([O-])=O.[K+].[K+].[OH:7][C:8]1[CH:13]=[CH:12][C:11]([CH2:14][CH2:15][CH:16]([CH2:21][CH2:22][CH2:23][C:24]2[CH:29]=[CH:28][CH:27]=[CH:26][CH:25]=2)[C:17]([O:19][CH3:20])=[O:18])=[CH:10][CH:9]=1.F[C:31]1[CH:38]=[CH:37][CH:36]=[CH:35][C:32]=1[C:33]#[N:34].O, predict the reaction product.